From a dataset of Full USPTO retrosynthesis dataset with 1.9M reactions from patents (1976-2016). Predict the reactants needed to synthesize the given product. (1) Given the product [OH:8][C:3]1[CH:4]=[CH:5][CH:6]=[CH:7][C:2]=1[NH:1][C:11](=[O:21])[C:12]1[CH:20]=[CH:19][CH:18]=[C:14]([C:15]([NH:1][C:2]2[CH:7]=[CH:6][CH:5]=[CH:4][C:3]=2[OH:23])=[O:16])[CH:13]=1, predict the reactants needed to synthesize it. The reactants are: [NH2:1][C:2]1[CH:7]=[CH:6][CH:5]=[CH:4][C:3]=1[OH:8].[Cl-].[Li+].[C:11](Cl)(=[O:21])[C:12]1[CH:20]=[CH:19][CH:18]=[C:14]([C:15](Cl)=[O:16])[CH:13]=1.[OH2:23]. (2) Given the product [CH3:21][O:20][C:18]([C:17]1[CH:22]=[CH:23][C:14]([CH:11]2[CH2:12][CH2:13][CH:8]([CH2:7][C:6]([OH:24])=[O:5])[CH2:9][CH2:10]2)=[CH:15][CH:16]=1)=[O:19], predict the reactants needed to synthesize it. The reactants are: C([O:5][C:6](=[O:24])[CH:7]=[C:8]1[CH2:13][CH2:12][CH:11]([C:14]2[CH:23]=[CH:22][C:17]([C:18]([O:20][CH3:21])=[O:19])=[CH:16][CH:15]=2)[CH2:10][CH2:9]1)(C)(C)C.CO. (3) Given the product [NH2:7][C:8]1[CH:9]=[C:10]([S:14][C:15]2[CH:20]=[CH:19][C:18]([C:21]([NH:22][C:23]3[CH:28]=[CH:27][CH:26]=[C:25]([Br:29])[CH:24]=3)=[O:30])=[CH:17][C:16]=2[NH:31][C:32]2[C:33]3[CH:41]=[CH:40][C:39]([CH:42]([CH3:44])[CH3:43])=[N:38][C:34]=3[N:35]=[CH:36][N:37]=2)[CH:11]=[CH:12][CH:13]=1.[F:46][C:47]([F:52])([F:51])[C:48]([OH:50])=[O:49], predict the reactants needed to synthesize it. The reactants are: C(OC(=O)[NH:7][C:8]1[CH:13]=[CH:12][CH:11]=[C:10]([S:14][C:15]2[CH:20]=[CH:19][C:18]([C:21](=[O:30])[NH:22][C:23]3[CH:28]=[CH:27][CH:26]=[C:25]([Br:29])[CH:24]=3)=[CH:17][C:16]=2[NH:31][C:32]2[C:33]3[CH:41]=[CH:40][C:39]([CH:42]([CH3:44])[CH3:43])=[N:38][C:34]=3[N:35]=[CH:36][N:37]=2)[CH:9]=1)(C)(C)C.[F:46][C:47]([F:52])([F:51])[C:48]([OH:50])=[O:49]. (4) Given the product [CH2:15]([O:22][C:23]1[CH:28]=[CH:27][C:26]([C:2]2[CH:3]=[N:4][C:5]([NH:8][C:9]3[CH:14]=[CH:13][CH:12]=[CH:11][CH:10]=3)=[N:6][CH:7]=2)=[CH:25][C:24]=1[F:32])[C:16]1[CH:17]=[CH:18][CH:19]=[CH:20][CH:21]=1, predict the reactants needed to synthesize it. The reactants are: Br[C:2]1[CH:3]=[N:4][C:5]([NH:8][C:9]2[CH:14]=[CH:13][CH:12]=[CH:11][CH:10]=2)=[N:6][CH:7]=1.[CH2:15]([O:22][C:23]1[CH:28]=[CH:27][C:26](B(O)O)=[CH:25][C:24]=1[F:32])[C:16]1[CH:21]=[CH:20][CH:19]=[CH:18][CH:17]=1.[Cl-].[Li+].O.